From a dataset of HIV replication inhibition screening data with 41,000+ compounds from the AIDS Antiviral Screen. Binary Classification. Given a drug SMILES string, predict its activity (active/inactive) in a high-throughput screening assay against a specified biological target. (1) The compound is COc1ccc(C=C2CCCCC2=O)cc1. The result is 0 (inactive). (2) The molecule is O=S(=O)(O)c1ccc(NN=Cc2ccccc2)cc1.[NaH]. The result is 0 (inactive).